From a dataset of Catalyst prediction with 721,799 reactions and 888 catalyst types from USPTO. Predict which catalyst facilitates the given reaction. (1) Reactant: [CH:1](/[C@@H:7]1[CH2:16][CH2:15][C:14]2[CH:13]=[C:12]([C@H:17]3[CH2:26][CH2:25][C@@:19]4([NH:23]C(=O)[O:21][CH2:20]4)[CH2:18]3)[CH:11]=[CH:10][C:9]=2[CH2:8]1)=[CH:2]\[CH2:3][CH2:4][CH2:5][CH3:6].O.O.[OH-].[Li+]. The catalyst class is: 12. Product: [NH2:23][C@:19]1([CH2:20][OH:21])[CH2:25][CH2:26][C@H:17]([C:12]2[CH:11]=[CH:10][C:9]3[CH2:8][C@H:7](/[CH:1]=[CH:2]/[CH2:3][CH2:4][CH2:5][CH3:6])[CH2:16][CH2:15][C:14]=3[CH:13]=2)[CH2:18]1. (2) Reactant: Br[CH2:2][C:3]1[CH:8]=[CH:7][C:6]([C@@:9]([NH:31][C:32](=[O:44])[C:33]2[CH:38]=[CH:37][C:36]([F:39])=[C:35]([C:40]([F:43])([F:42])[F:41])[CH:34]=2)([C:17]2[CH:22]=[C:21]([O:23][C:24]([F:29])([F:28])[CH:25]([F:27])[F:26])[CH:20]=[C:19]([F:30])[CH:18]=2)[CH2:10][C:11]2[CH:16]=[CH:15][CH:14]=[CH:13][CH:12]=2)=[CH:5][CH:4]=1.[CH3:45][O-:46].[Na+]. Product: [F:39][C:36]1[CH:37]=[CH:38][C:33]([C:32]([NH:31][C@@:9]([C:17]2[CH:22]=[C:21]([O:23][C:24]([F:28])([F:29])[CH:25]([F:27])[F:26])[CH:20]=[C:19]([F:30])[CH:18]=2)([C:6]2[CH:5]=[CH:4][C:3]([CH2:2][O:46][CH3:45])=[CH:8][CH:7]=2)[CH2:10][C:11]2[CH:16]=[CH:15][CH:14]=[CH:13][CH:12]=2)=[O:44])=[CH:34][C:35]=1[C:40]([F:43])([F:41])[F:42]. The catalyst class is: 5. (3) Product: [Br:1][C:2]1[CH:7]=[CH:6][C:5]([S:8][CH:14]2[CH2:11][CH2:10]2)=[CH:4][C:3]=1[F:9]. The catalyst class is: 16. Reactant: [Br:1][C:2]1[CH:7]=[CH:6][C:5]([SH:8])=[CH:4][C:3]=1[F:9].[CH3:10][C:11]([CH3:14])([O-])C.[K+].BrC1CC1.COC(C)(C)C. (4) Reactant: [CH3:1][O:2][C:3]1[CH:12]=[CH:11][C:6]2[C:7](=[O:10])[CH2:8][O:9][C:5]=2[C:4]=1[CH2:13][N:14]1[CH2:19][CH2:18][O:17][CH2:16][CH2:15]1.[NH:20]1[C:28]2[C:23](=[CH:24][CH:25]=[CH:26][N:27]=2)[C:22]([CH:29]=O)=N1.N1CCCC[CH2:32]1. Product: [NH:20]1[C:28]2=[N:27][CH:26]=[CH:25][CH:24]=[C:23]2[C:22](/[CH:29]=[C:8]2\[O:9][C:5]3[C:4]([CH2:13][N:14]4[CH2:19][CH2:18][O:17][CH2:16][CH2:15]4)=[C:3]([O:2][CH3:1])[CH:12]=[CH:11][C:6]=3[C:7]\2=[O:10])=[CH:32]1. The catalyst class is: 5.